Dataset: Peptide-MHC class II binding affinity with 134,281 pairs from IEDB. Task: Regression. Given a peptide amino acid sequence and an MHC pseudo amino acid sequence, predict their binding affinity value. This is MHC class II binding data. The peptide sequence is SDRPMMRYSVHKAEE. The MHC is DRB1_0101 with pseudo-sequence DRB1_0101. The binding affinity (normalized) is 0.710.